From a dataset of Reaction yield outcomes from USPTO patents with 853,638 reactions. Predict the reaction yield, written as a fraction of the theoretical maximum amount of product (1.0 means a 100% yield; for example, 0.34 means a 34% yield). (1) The reactants are C[O:2][C:3]([C:5]12[CH2:14][CH:9]3[CH2:10][CH:11]([CH2:13][C:7]([NH:15][C:16]([C:18]4[CH:23]=[CH:22][CH:21]=[CH:20][N:19]=4)=[O:17])([CH2:8]3)[CH2:6]1)[CH2:12]2)=[O:4].O1CCCC1.O.[OH-].[Li+]. The catalyst is O. The product is [N:19]1[CH:20]=[CH:21][CH:22]=[CH:23][C:18]=1[C:16]([NH:15][C:7]12[CH2:13][CH:11]3[CH2:10][CH:9]([CH2:14][C:5]([C:3]([OH:4])=[O:2])([CH2:12]3)[CH2:6]1)[CH2:8]2)=[O:17]. The yield is 0.930. (2) The reactants are [CH2:1](Cl)[CH2:2]Cl.C1C=CC2N(O)N=[N:11]C=2C=1.C(OC(N[C@H:23]([CH2:27][C:28]1[CH:33]=[CH:32][C:31]([OH:34])=[CH:30][CH:29]=1)[C:24]([OH:26])=O)=O)(C)(C)C.FC(F)(F)C(O)=O.[CH2:42]([O:46][C:47]1([C:51]2[CH:56]=[CH:55][CH:54]=[CH:53][C:52]=2[CH3:57])[CH2:50][NH:49][CH2:48]1)[CH2:43][CH2:44][CH3:45].C([N:60]([CH2:63]C)[CH2:61][CH3:62])C.Cl.C[N:67](C)[CH:68]=[O:69]. No catalyst specified. The product is [CH2:42]([O:46][C:47]1([C:51]2[CH:56]=[CH:55][CH:54]=[CH:53][C:52]=2[CH3:57])[CH2:48][N:49]([C:24](=[O:26])[CH:23]([CH:1]([CH2:2][C:62]2[NH:11][CH:63]=[N:60][CH:61]=2)[C:68]([NH2:67])=[O:69])[CH2:27][C:28]2[CH:29]=[CH:30][C:31]([OH:34])=[CH:32][CH:33]=2)[CH2:50]1)[CH2:43][CH2:44][CH3:45]. The yield is 0.900.